From a dataset of Reaction yield outcomes from USPTO patents with 853,638 reactions. Predict the reaction yield, written as a fraction of the theoretical maximum amount of product (1.0 means a 100% yield; for example, 0.34 means a 34% yield). (1) The reactants are [NH2:1][C:2]1[C:7]([O:8][CH2:9][CH:10]2[CH2:15][CH2:14][N:13]([C:16]3[N:21]=[C:20]([Cl:22])[N:19]=[C:18]([C:23](O)=[O:24])[CH:17]=3)[CH2:12][CH2:11]2)=[CH:6][C:5]([C:26]2[N:30]([CH3:31])[CH:29]=[N:28][CH:27]=2)=[CH:4][N:3]=1.Cl.[CH2:33]([NH2:35])[CH3:34].CN(C(ON1N=NC2C=CC=NC1=2)=[N+](C)C)C.F[P-](F)(F)(F)(F)F.O. The catalyst is CN(C=O)C. The product is [NH2:1][C:2]1[C:7]([O:8][CH2:9][CH:10]2[CH2:11][CH2:12][N:13]([C:16]3[N:21]=[C:20]([Cl:22])[N:19]=[C:18]([C:23]([NH:35][CH2:33][CH3:34])=[O:24])[CH:17]=3)[CH2:14][CH2:15]2)=[CH:6][C:5]([C:26]2[N:30]([CH3:31])[CH:29]=[N:28][CH:27]=2)=[CH:4][N:3]=1. The yield is 0.940. (2) The reactants are [CH:1]1([CH2:6][C@H:7]([CH2:25][N:26]([CH:35]=[O:36])[O:27]CC2C=CC=CC=2)[C:8]([N:10]2[C@H:14]([C:15]([NH:17][C:18]3[CH:23]=[CH:22][C:21]([F:24])=[CH:20][N:19]=3)=[O:16])[CH2:13][CH:12]=[N:11]2)=[O:9])[CH2:5][CH2:4][CH2:3][CH2:2]1. The catalyst is [OH-].[OH-].[Pd+2].CO. The product is [CH:1]1([CH2:6][C@H:7]([CH2:25][N:26]([CH:35]=[O:36])[OH:27])[C:8]([N:10]2[C@H:14]([C:15]([NH:17][C:18]3[CH:23]=[CH:22][C:21]([F:24])=[CH:20][N:19]=3)=[O:16])[CH2:13][CH:12]=[N:11]2)=[O:9])[CH2:2][CH2:3][CH2:4][CH2:5]1. The yield is 0.830. (3) The reactants are [F:1][C:2]1[CH:7]=[CH:6][C:5]([C@@H:8]2[NH:13][C:12](=[O:14])[C@H:11]([CH2:15][CH:16]([CH3:18])[CH3:17])[NH:10][CH2:9]2)=[CH:4][CH:3]=1.[C:19]1([C@@H:25]2[CH2:27][C@H:26]2[C:28](O)=[O:29])[CH:24]=[CH:23][CH:22]=[CH:21][CH:20]=1.C([C@@H]1N(C([C@@H]2C[C@H]2C2C=CC=CC=2)=O)C[C@H](CC(C)C)NC1=O)C(C)C. No catalyst specified. The product is [F:1][C:2]1[CH:3]=[CH:4][C:5]([C@@H:8]2[NH:13][C:12](=[O:14])[C@H:11]([CH2:15][CH:16]([CH3:18])[CH3:17])[N:10]([C:28]([C@@H:26]3[CH2:27][C@H:25]3[C:19]3[CH:24]=[CH:23][CH:22]=[CH:21][CH:20]=3)=[O:29])[CH2:9]2)=[CH:6][CH:7]=1. The yield is 0.890. (4) The reactants are C([O:3][C:4]([C:6]1[C:7]([C:12]2[CH:17]=[CH:16][C:15]([F:18])=[CH:14][N:13]=2)=[N:8][O:9][C:10]=1[CH3:11])=O)C.O.[OH-].[Na+]. The catalyst is C1COCC1. The product is [F:18][C:15]1[CH:16]=[CH:17][C:12]([C:7]2[C:6]([CH2:4][OH:3])=[C:10]([CH3:11])[O:9][N:8]=2)=[N:13][CH:14]=1. The yield is 0.710. (5) The reactants are [In].[Cl-].[In+3].[Cl-].[Cl-].[Cl-].[Li+].C(N(C)C)CCC.C(O[CH2:19][CH:20]=[CH:21][CH2:22][C:23]([S:41]([C:44]1[CH:49]=[CH:48][CH:47]=[CH:46][CH:45]=1)(=[O:43])=[O:42])([S:32]([C:35]1[CH:40]=[CH:39][CH:38]=[CH:37][CH:36]=1)(=[O:34])=[O:33])[CH2:24][C:25]1[CH:30]=[CH:29][CH:28]=[CH:27][C:26]=1I)(=O)C. The catalyst is CN(C=O)C.C1C=CC([P]([Pd]([P](C2C=CC=CC=2)(C2C=CC=CC=2)C2C=CC=CC=2)([P](C2C=CC=CC=2)(C2C=CC=CC=2)C2C=CC=CC=2)[P](C2C=CC=CC=2)(C2C=CC=CC=2)C2C=CC=CC=2)(C2C=CC=CC=2)C2C=CC=CC=2)=CC=1. The product is [C:44]1([S:41]([C:23]2([S:32]([C:35]3[CH:36]=[CH:37][CH:38]=[CH:39][CH:40]=3)(=[O:33])=[O:34])[CH2:24][C:25]3[C:26](=[CH:27][CH:28]=[CH:29][CH:30]=3)[CH:21]([CH:20]=[CH2:19])[CH2:22]2)(=[O:43])=[O:42])[CH:45]=[CH:46][CH:47]=[CH:48][CH:49]=1. The yield is 0.720. (6) The reactants are [N:1]1([C@:4]23[CH2:39][CH2:38][C@@H:37]([C:40]([CH3:42])=[CH2:41])[C@@H:5]2[C@@H:6]2[C@@:19]([CH3:22])([CH2:20][CH2:21]3)[C@@:18]3([CH3:23])[C@@H:9]([C@:10]4([CH3:36])[C@@H:15]([CH2:16][CH2:17]3)[C:14]([CH3:25])([CH3:24])[C:13]([C:26]3[CH:35]=[CH:34][C:29]([C:30]([O:32][CH3:33])=[O:31])=[CH:28][CH:27]=3)=[CH:12][CH2:11]4)[CH2:8][CH2:7]2)[CH2:3][CH2:2]1.[C@H:43]12[CH2:56][C@H:47]([N:48]1[C:49]([O:51][C:52]([CH3:55])([CH3:54])[CH3:53])=[O:50])[CH2:46][NH:45][CH2:44]2.C(N(CC)C(C)C)(C)C. The catalyst is C1COCC1. The product is [CH3:33][O:32][C:30]([C:29]1[CH:28]=[CH:27][C:26]([C:13]2[C:14]([CH3:24])([CH3:25])[C@H:15]3[C@:10]([CH3:36])([CH2:11][CH:12]=2)[C@@H:9]2[C@:18]([CH3:23])([C@@:19]4([CH3:22])[C@H:6]([CH2:7][CH2:8]2)[C@H:5]2[C@H:37]([C:40]([CH3:42])=[CH2:41])[CH2:38][CH2:39][C@:4]2([NH:1][CH2:2][CH2:3][N:45]2[CH2:44][C@@H:43]5[CH2:56][C@@H:47]([N:48]5[C:49]([O:51][C:52]([CH3:53])([CH3:55])[CH3:54])=[O:50])[CH2:46]2)[CH2:21][CH2:20]4)[CH2:17][CH2:16]3)=[CH:35][CH:34]=1)=[O:31]. The yield is 0.290.